From a dataset of Full USPTO retrosynthesis dataset with 1.9M reactions from patents (1976-2016). Predict the reactants needed to synthesize the given product. (1) Given the product [C:1]([C:3]1[CH:25]=[CH:24][CH:23]=[C:22]([CH:26]2[CH2:28][CH2:27]2)[C:4]=1[CH2:5][N:6]1[C:14]2[C:9](=[CH:10][CH:11]=[C:12]([C:15]([F:19])([F:20])[C:16]([O-:18])=[O:17])[CH:13]=2)[C:8]([CH3:21])=[N:7]1)#[N:2].[K+:30], predict the reactants needed to synthesize it. The reactants are: [C:1]([C:3]1[CH:25]=[CH:24][CH:23]=[C:22]([CH:26]2[CH2:28][CH2:27]2)[C:4]=1[CH2:5][N:6]1[C:14]2[C:9](=[CH:10][CH:11]=[C:12]([C:15]([F:20])([F:19])[C:16]([OH:18])=[O:17])[CH:13]=2)[C:8]([CH3:21])=[N:7]1)#[N:2].[OH-].[K+:30]. (2) Given the product [CH2:1]([CH:3]1[CH2:26][NH:25][C:6]2=[N:7][C:8]([C:18]3[CH:19]=[CH:20][C:21]([CH3:24])=[CH:22][CH:23]=3)=[C:9]([C:11]3[CH:16]=[CH:15][C:14]([CH3:17])=[CH:13][CH:12]=3)[N:10]=[C:5]2[CH2:4]1)[CH3:2], predict the reactants needed to synthesize it. The reactants are: [CH2:1]([C:3]1[CH:26]=[N:25][C:6]2=[N:7][C:8]([C:18]3[CH:23]=[CH:22][C:21]([CH3:24])=[CH:20][CH:19]=3)=[C:9]([C:11]3[CH:16]=[CH:15][C:14]([CH3:17])=[CH:13][CH:12]=3)[N:10]=[C:5]2[CH:4]=1)[CH3:2].C([O-])(O)=O.[Na+].